From a dataset of Full USPTO retrosynthesis dataset with 1.9M reactions from patents (1976-2016). Predict the reactants needed to synthesize the given product. (1) Given the product [CH:1]([O:4][C:5]1[CH:6]=[C:7]([NH:11][C:12]2[CH:17]=[CH:16][N:15]3[N:18]=[CH:19][C:20]([CH:21]=[C:29]4[NH:23][C:24](=[O:25])[NH:26][C:27]4=[O:28])=[C:14]3[N:13]=2)[CH:8]=[CH:9][CH:10]=1)([CH3:2])[CH3:3], predict the reactants needed to synthesize it. The reactants are: [CH:1]([O:4][C:5]1[CH:6]=[C:7]([NH:11][C:12]2[CH:17]=[CH:16][N:15]3[N:18]=[CH:19][C:20]([CH:21]=O)=[C:14]3[N:13]=2)[CH:8]=[CH:9][CH:10]=1)([CH3:3])[CH3:2].[NH:23]1[CH2:29][C:27](=[O:28])[NH:26][C:24]1=[O:25].N1CCCCC1. (2) Given the product [OH:20][N:19]=[C:6]1[C:7]2[C:12](=[CH:11][CH:10]=[CH:9][CH:8]=2)[CH2:13][C:5]21[CH2:15][O:16][C:2]([CH3:17])([CH3:1])[O:3][CH2:4]2, predict the reactants needed to synthesize it. The reactants are: [CH3:1][C:2]1([CH3:17])[O:16][CH2:15][C:5]2([CH2:13][C:12]3[C:7](=[CH:8][CH:9]=[CH:10][CH:11]=3)[C:6]2=O)[CH2:4][O:3]1.Cl.[NH2:19][OH:20].C([O-])(=O)C.[Na+].C(N(CC)CC)C. (3) Given the product [CH:1]([C:4]1[S:5][CH:6]=[C:7]([CH2:9][N:10]2[C:14](=[O:15])[CH2:13][N:12]([C@@H:16]([C@@H:24]([CH3:27])[CH2:25][CH3:26])[C:17]([OH:19])=[O:18])[C:11]2=[O:28])[N:8]=1)([CH3:3])[CH3:2], predict the reactants needed to synthesize it. The reactants are: [CH:1]([C:4]1[S:5][CH:6]=[C:7]([CH2:9][N:10]2[C:14](=[O:15])[CH2:13][N:12]([C@@H:16]([C@@H:24]([CH3:27])[CH2:25][CH3:26])[C:17]([O:19]C(C)(C)C)=[O:18])[C:11]2=[O:28])[N:8]=1)([CH3:3])[CH3:2].FC(F)(F)C(O)=O. (4) Given the product [Cl:19][C:20]1[N:21]=[C:22]([C:27]([NH:1][CH:2]2[CH2:7][CH2:6][N:5]([C:8]3[S:9][C:10]([C:14]([O:16][CH2:17][CH3:18])=[O:15])=[C:11]([CH3:13])[N:12]=3)[CH2:4][CH2:3]2)=[O:28])[NH:23][C:24]=1[CH2:25][CH3:26], predict the reactants needed to synthesize it. The reactants are: [NH2:1][CH:2]1[CH2:7][CH2:6][N:5]([C:8]2[S:9][C:10]([C:14]([O:16][CH2:17][CH3:18])=[O:15])=[C:11]([CH3:13])[N:12]=2)[CH2:4][CH2:3]1.[Cl:19][C:20]1[N:21]=[C:22]([C:27](O)=[O:28])[NH:23][C:24]=1[CH2:25][CH3:26].CCN=C=NCCCN(C)C.Cl.ON1C2C=CC=CC=2N=N1.CN1CCOCC1. (5) The reactants are: [Cl:1][C:2]1[CH:7]=[CH:6][C:5]([C@H:8]2[N:15]3[C:11]([S:12][C:13]([C:19]([N:21]4[C@H:28]([CH3:29])[CH2:27][CH2:26][C@H:22]4[C:23](O)=[O:24])=[O:20])=[C:14]3[CH:16]([CH3:18])[CH3:17])=[N:10][C@:9]2([C:31]2[CH:36]=[CH:35][C:34]([Cl:37])=[CH:33][CH:32]=2)[CH3:30])=[CH:4][CH:3]=1.[CH3:38][N:39]1[CH2:44][CH2:43][NH:42][CH2:41][C@H:40]1[CH2:45][OH:46]. Given the product [Cl:1][C:2]1[CH:3]=[CH:4][C:5]([C@H:8]2[N:15]3[C:11]([S:12][C:13]([C:19]([N:21]4[C@H:28]([CH3:29])[CH2:27][CH2:26][C@H:22]4[C:23]([N:42]4[CH2:43][CH2:44][N:39]([CH3:38])[C@H:40]([CH2:45][OH:46])[CH2:41]4)=[O:24])=[O:20])=[C:14]3[CH:16]([CH3:18])[CH3:17])=[N:10][C@:9]2([C:31]2[CH:32]=[CH:33][C:34]([Cl:37])=[CH:35][CH:36]=2)[CH3:30])=[CH:6][CH:7]=1, predict the reactants needed to synthesize it. (6) Given the product [C:93]([CH2:92][CH2:91][C:54]1[C:55]([CH2:59][CH2:60][CH2:61][CH2:62][CH2:63][CH2:64][O:65][C:66]2[CH:71]=[C:70]([C:72]3[CH:76]=[CH:75][S:74][CH:73]=3)[CH:69]=[C:68]([C:77](=[O:90])[NH:78][CH2:79][C:80]3[CH:85]=[CH:84][CH:83]=[CH:82][C:81]=3[O:86][CH:87]([F:88])[F:89])[CH:67]=2)=[CH:56][CH:57]=[CH:58][C:53]=1[O:52][CH2:51][CH2:50][CH2:49][C:48]([OH:98])=[O:47])([OH:95])=[O:94], predict the reactants needed to synthesize it. The reactants are: C(CCC1C(CCCCCCOC2C=C(C3C=CC(F)=C(F)C=3)C=C(C(=O)N(C)C)C=2)=CC=CC=1OCCCC(O)=O)(O)=O.C([O:47][C:48](=[O:98])[CH2:49][CH2:50][CH2:51][O:52][C:53]1[CH:58]=[CH:57][CH:56]=[C:55]([CH2:59][CH2:60][CH2:61][CH2:62][CH2:63][CH2:64][O:65][C:66]2[CH:71]=[C:70]([C:72]3[CH:76]=[CH:75][S:74][CH:73]=3)[CH:69]=[C:68]([C:77](=[O:90])[NH:78][CH2:79][C:80]3[CH:85]=[CH:84][CH:83]=[CH:82][C:81]=3[O:86][CH:87]([F:89])[F:88])[CH:67]=2)[C:54]=1[CH2:91][CH2:92][C:93]([O:95]CC)=[O:94])C.[OH-].[Na+]. (7) Given the product [F:34][C:31]1[CH:32]=[CH:33][C:28]([C:14]2[S:13][CH:12]([C:8]3[C:7]([O:35][CH3:36])=[C:6]([CH:11]=[CH:10][CH:9]=3)[O:5][CH2:4][C:3]([OH:37])=[O:2])[N:16]([C:17](=[O:27])[C:18]3[C:19]([F:26])=[CH:20][C:21]([F:25])=[CH:22][C:23]=3[F:24])[N:15]=2)=[CH:29][CH:30]=1, predict the reactants needed to synthesize it. The reactants are: C[O:2][C:3](=[O:37])[CH2:4][O:5][C:6]1[CH:11]=[CH:10][CH:9]=[C:8]([CH:12]2[N:16]([C:17](=[O:27])[C:18]3[C:23]([F:24])=[CH:22][C:21]([F:25])=[CH:20][C:19]=3[F:26])[N:15]=[C:14]([C:28]3[CH:33]=[CH:32][C:31]([F:34])=[CH:30][CH:29]=3)[S:13]2)[C:7]=1[O:35][CH3:36].C1COCC1.CO.[Li+].[OH-]. (8) Given the product [CH2:5]([S:7]([C:10]1[CH:11]=[CH:12][C:13]([O:14][C:15]2[C:16]([CH:30]3[O:35][C:39](=[O:41])[N:2]([CH3:1])[C:31]3=[O:32])=[CH:17][C:18]3[N:22]=[C:21]([C:23]4[CH:28]=[CH:27][CH:26]=[CH:25][N:24]=4)[NH:20][C:19]=3[CH:29]=2)=[CH:36][CH:37]=1)(=[O:8])=[O:9])[CH3:6], predict the reactants needed to synthesize it. The reactants are: [CH3:1][NH2:2].CO.[CH2:5]([S:7]([C:10]1[CH:37]=[CH:36][C:13]([O:14][C:15]2[C:16]([CH:30]([OH:35])[C:31](OC)=[O:32])=[CH:17][C:18]3[N:22]=[C:21]([C:23]4[CH:28]=[CH:27][CH:26]=[CH:25][N:24]=4)[NH:20][C:19]=3[CH:29]=2)=[CH:12][CH:11]=1)(=[O:9])=[O:8])[CH3:6].C[C:39](C)([O-:41])C.[K+]. (9) The reactants are: [CH:1]([C:4]1[CH:5]=[C:6]([C:12]([NH:14][C:15]2[CH:16]=[C:17]3[C:21](=[CH:22][CH:23]=2)[NH:20][C:19]([C:24]([O:26]CC)=[O:25])=[CH:18]3)=[O:13])[O:7][C:8]=1[CH:9]([CH3:11])[CH3:10])([CH3:3])[CH3:2].[OH-].[Li+]. Given the product [CH:1]([C:4]1[CH:5]=[C:6]([C:12]([NH:14][C:15]2[CH:16]=[C:17]3[C:21](=[CH:22][CH:23]=2)[NH:20][C:19]([C:24]([OH:26])=[O:25])=[CH:18]3)=[O:13])[O:7][C:8]=1[CH:9]([CH3:11])[CH3:10])([CH3:2])[CH3:3], predict the reactants needed to synthesize it.